Dataset: Reaction yield outcomes from USPTO patents with 853,638 reactions. Task: Predict the reaction yield, written as a fraction of the theoretical maximum amount of product (1.0 means a 100% yield; for example, 0.34 means a 34% yield). (1) The reactants are [Cl:1][C:2]1[C:3]([C:7]([F:10])([F:9])[F:8])=[N:4][NH:5][CH:6]=1.Cl[CH2:12][C:13]([N:15]1[CH2:20][CH2:19][CH2:18][C:17]2[N:21]([C:24]3[CH:29]=[CH:28][C:27]([F:30])=[CH:26][CH:25]=3)[N:22]=[CH:23][C:16]1=2)=[O:14].C([O-])([O-])=O.[K+].[K+]. The catalyst is C1COCC1.CN(C=O)C. The product is [Cl:1][C:2]1[C:3]([C:7]([F:10])([F:9])[F:8])=[N:4][N:5]([CH2:12][C:13]([N:15]2[CH2:20][CH2:19][CH2:18][C:17]3[N:21]([C:24]4[CH:25]=[CH:26][C:27]([F:30])=[CH:28][CH:29]=4)[N:22]=[CH:23][C:16]2=3)=[O:14])[CH:6]=1. The yield is 0.870. (2) The reactants are [NH2:1][C:2]1[S:3][C:4]2[C:9]([N:10]([CH3:18])[C@H:11]([CH2:14][CH:15]([CH3:17])[CH3:16])[CH2:12][OH:13])=[N:8][C:7]([SH:19])=[N:6][C:5]=2[N:20]=1.Br[CH:22]([C:24]1[CH:29]=[CH:28][CH:27]=[CH:26][CH:25]=1)[CH3:23]. No catalyst specified. The product is [NH2:1][C:2]1[S:3][C:4]2[C:9]([N:10]([CH3:18])[C@H:11]([CH2:14][CH:15]([CH3:17])[CH3:16])[CH2:12][OH:13])=[N:8][C:7]([S:19][CH:22]([C:24]3[CH:29]=[CH:28][CH:27]=[CH:26][CH:25]=3)[CH3:23])=[N:6][C:5]=2[N:20]=1. The yield is 0.620.